This data is from Reaction yield outcomes from USPTO patents with 853,638 reactions. The task is: Predict the reaction yield, written as a fraction of the theoretical maximum amount of product (1.0 means a 100% yield; for example, 0.34 means a 34% yield). (1) The reactants are [CH3:1][O:2][C:3]([C:5]1[S:6][C:7]([Br:11])=[CH:8][C:9]=1[NH2:10])=[O:4].[CH2:12]1[O:22][C:15]2([CH2:20][CH2:19][C:18](=O)[CH2:17][CH2:16]2)[O:14][CH2:13]1.C1([SiH3])C=CC=CC=1. The catalyst is C1COCC1.C([Sn](Cl)(Cl)CCCC)CCC. The product is [CH3:1][O:2][C:3]([C:5]1[S:6][C:7]([Br:11])=[CH:8][C:9]=1[NH:10][CH:18]1[CH2:19][CH2:20][C:15]2([O:22][CH2:12][CH2:13][O:14]2)[CH2:16][CH2:17]1)=[O:4]. The yield is 0.920. (2) The reactants are [CH3:1][O:2][C:3]1[CH:22]=[CH:21][C:6]([CH2:7][O:8][C:9]2[CH:14]=[CH:13][CH:12]=[C:11]([N+:15]([O-])=O)[C:10]=2[C:18](=[O:20])[CH3:19])=[CH:5][CH:4]=1.[Cl-].[NH4+]. The catalyst is C(O)C.O.[Fe]. The product is [NH2:15][C:11]1[CH:12]=[CH:13][CH:14]=[C:9]([O:8][CH2:7][C:6]2[CH:21]=[CH:22][C:3]([O:2][CH3:1])=[CH:4][CH:5]=2)[C:10]=1[C:18](=[O:20])[CH3:19]. The yield is 1.08. (3) The reactants are [CH3:1][S:2]([C:5]1[CH:10]=[CH:9][C:8]([C:11](=[O:13])[CH3:12])=[CH:7][CH:6]=1)(=[O:4])=[O:3].[CH3:14][N:15]([CH:17](OC)OC)[CH3:16]. No catalyst specified. The product is [CH3:14][N:15]([CH3:17])/[CH:16]=[CH:12]/[C:11]([C:8]1[CH:9]=[CH:10][C:5]([S:2]([CH3:1])(=[O:3])=[O:4])=[CH:6][CH:7]=1)=[O:13]. The yield is 0.870. (4) The reactants are [CH3:1][C:2]1[CH:6]=[C:5]([CH3:7])[NH:4][C:3]=1/[CH:8]=[C:9]1\[C:10](=[O:18])[NH:11][C:12]2[C:17]\1=[CH:16][CH:15]=[CH:14][CH:13]=2.[CH:19]1[N:23]=[CH:22][N:21]([C:24](N2C=NC=C2)=[O:25])[CH:20]=1. The catalyst is CN(C=O)C. The product is [CH3:1][C:2]1[CH:6]=[C:5]([CH3:7])[NH:4][C:3]=1/[CH:8]=[C:9]1\[C:10](=[O:18])[N:11]([C:24]([N:21]2[CH:20]=[CH:19][N:23]=[CH:22]2)=[O:25])[C:12]2[C:17]\1=[CH:16][CH:15]=[CH:14][CH:13]=2. The yield is 0.890. (5) The reactants are [Br:1][C:2]1[CH:7]=[CH:6][C:5]([C@@H:8]([N:10]2[CH2:15][CH2:14][C@:13]([CH2:22][CH2:23][CH2:24][OH:25])([C:16]3[CH:21]=[CH:20][CH:19]=[CH:18][CH:17]=3)[O:12][C:11]2=[O:26])[CH3:9])=[CH:4][CH:3]=1.CCN(CC)CC.[CH3:34][S:35](Cl)(=[O:37])=[O:36]. The catalyst is C(Cl)Cl. The product is [CH3:34][S:35]([O:25][CH2:24][CH2:23][CH2:22][C@@:13]1([C:16]2[CH:17]=[CH:18][CH:19]=[CH:20][CH:21]=2)[O:12][C:11](=[O:26])[N:10]([C@H:8]([C:5]2[CH:6]=[CH:7][C:2]([Br:1])=[CH:3][CH:4]=2)[CH3:9])[CH2:15][CH2:14]1)(=[O:37])=[O:36]. The yield is 0.980. (6) The reactants are [Cl:1][C:2]1[CH:31]=[CH:30][C:5]2[N:6]([CH2:21][C:22]3[CH:27]=[CH:26][C:25]([O:28][CH3:29])=[CH:24][CH:23]=3)[C:7](=[O:20])[CH:8]([CH2:12][C:13]3[CH:18]=[CH:17][CH:16]=[CH:15][C:14]=3[Cl:19])[NH:9][C:10](=O)[C:4]=2[CH:3]=1.CN(C)C1C=CC=CC=1.P(Cl)(Cl)([Cl:43])=O. The catalyst is C1(C)C=CC=CC=1. The product is [Cl:43][C:10]1[C:4]2[CH:3]=[C:2]([Cl:1])[CH:31]=[CH:30][C:5]=2[N:6]([CH2:21][C:22]2[CH:23]=[CH:24][C:25]([O:28][CH3:29])=[CH:26][CH:27]=2)[C:7](=[O:20])[CH:8]([CH2:12][C:13]2[CH:18]=[CH:17][CH:16]=[CH:15][C:14]=2[Cl:19])[N:9]=1. The yield is 1.00. (7) The catalyst is CC(C)=O. The reactants are [C:1]([C:3]1[S:4][C:5]2[CH:11]=[C:10]([OH:12])[CH:9]=[CH:8][C:6]=2[N:7]=1)#[N:2].Br.Br[CH2:15][C:16]1[CH:17]=[N:18][CH:19]=[CH:20][CH:21]=1.C(=O)([O-])[O-].[Cs+].[Cs+].[I-].[Na+]. The yield is 0.610. The product is [N:18]1[CH:19]=[CH:20][CH:21]=[C:16]([CH2:15][O:12][C:10]2[CH:9]=[CH:8][C:6]3[N:7]=[C:3]([C:1]#[N:2])[S:4][C:5]=3[CH:11]=2)[CH:17]=1.